Predict the product of the given reaction. From a dataset of Forward reaction prediction with 1.9M reactions from USPTO patents (1976-2016). (1) Given the reactants [C:1]([C@@H:3]([NH:21][C:22]([C:24]1([NH:30]C(=O)OC(C)(C)C)[CH2:29][CH2:28][O:27][CH2:26][CH2:25]1)=[O:23])[CH2:4][C:5]1[CH:10]=[CH:9][C:8]([C:11]2[CH:16]=[CH:15][C:14]([C:17]([F:20])([F:19])[F:18])=[CH:13][CH:12]=2)=[CH:7][CH:6]=1)#[N:2], predict the reaction product. The product is: [NH2:30][C:24]1([C:22]([NH:21][C@H:3]([C:1]#[N:2])[CH2:4][C:5]2[CH:6]=[CH:7][C:8]([C:11]3[CH:16]=[CH:15][C:14]([C:17]([F:18])([F:19])[F:20])=[CH:13][CH:12]=3)=[CH:9][CH:10]=2)=[O:23])[CH2:25][CH2:26][O:27][CH2:28][CH2:29]1. (2) Given the reactants [NH:1]1[CH2:6][CH2:5][CH2:4][C@H:3]([C:7]2[CH:8]=[CH:9][C:10]([CH3:18])=[C:11]([CH:17]=2)[C:12]([O:14][CH2:15][CH3:16])=[O:13])[CH2:2]1.C(O)(=O)[C@H]([C@@H](C(O)=O)O)O.[F:29][C:30]([F:47])([F:46])[C:31]1[CH:45]=[CH:44][C:34]([CH2:35][O:36][C:37](N2C=CN=C2)=[O:38])=[CH:33][CH:32]=1.Cl, predict the reaction product. The product is: [F:29][C:30]([F:46])([F:47])[C:31]1[CH:45]=[CH:44][C:34]([CH2:35][O:36][C:37]([N:1]2[CH2:6][CH2:5][CH2:4][C@H:3]([C:7]3[CH:8]=[CH:9][C:10]([CH3:18])=[C:11]([C:12]([O:14][CH2:15][CH3:16])=[O:13])[CH:17]=3)[CH2:2]2)=[O:38])=[CH:33][CH:32]=1. (3) The product is: [CH2:11]([O:18][CH2:19][C@H:20]1[CH2:25][CH2:24][C@H:23]([C@H:26]2[CH2:30][CH2:29][CH2:28][NH:27]2)[CH2:22][CH2:21]1)[C:12]1[CH:17]=[CH:16][CH:15]=[CH:14][CH:13]=1. Given the reactants C(O)(=O)C(C(C(O)=O)O)O.[CH2:11]([O:18][CH2:19][C@H:20]1[CH2:25][CH2:24][C@H:23]([C@H:26]2[CH2:30][CH2:29][CH2:28][NH:27]2)[CH2:22][CH2:21]1)[C:12]1[CH:17]=[CH:16][CH:15]=[CH:14][CH:13]=1, predict the reaction product. (4) Given the reactants [CH:1]([C:3]1[CH:8]=[CH:7][CH:6]=[CH:5][C:4]=1[NH:9][C:10](=O)[C:11]([CH3:14])([CH3:13])[CH3:12])=O.[CH2:16]([NH2:19])[CH2:17][NH2:18].[N+](C1C=CC=CC=1)([O-])=O.C(Cl)(=O)C(C)(C)C, predict the reaction product. The product is: [C:11]([C:10]1[N:18]2[CH:17]=[CH:16][N:19]=[C:1]2[C:3]2[CH:8]=[CH:7][CH:6]=[CH:5][C:4]=2[N:9]=1)([CH3:14])([CH3:13])[CH3:12]. (5) Given the reactants N1CCCCC1.[CH3:7][O:8][C:9]1[CH:10]=[C:11]([CH:14]=[CH:15][C:16]=1[O:17][CH2:18][C:19]1[CH:28]=[CH:27][C:26]2[C:21](=[CH:22][CH:23]=[CH:24][CH:25]=2)[CH:20]=1)C=O.[C:29]([CH2:32][C:33]([NH:35][C:36]1[CH:44]=[CH:43][CH:42]=[CH:41][C:37]=1[C:38]([OH:40])=[O:39])=[O:34])(O)=O.CC(O)=O, predict the reaction product. The product is: [CH3:7][O:8][C:9]1[CH:10]=[C:11](/[CH:29]=[CH:32]/[C:33]([NH:35][C:36]2[CH:44]=[CH:43][CH:42]=[CH:41][C:37]=2[C:38]([OH:40])=[O:39])=[O:34])[CH:14]=[CH:15][C:16]=1[O:17][CH2:18][C:19]1[CH:28]=[CH:27][C:26]2[C:21](=[CH:22][CH:23]=[CH:24][CH:25]=2)[CH:20]=1. (6) The product is: [F:1][C:2]1[CH:3]=[CH:4][C:5]([O:6][C:7]2[CH:12]=[CH:11][C:10]([S:13]([N:16]3[CH2:25][CH2:24][C:23]4[C:18](=[CH:19][CH:20]=[C:21]([O:26][CH2:27][CH2:28][N:29]5[CH2:30][CH2:31][O:32][CH2:33][CH2:34]5)[CH:22]=4)[CH:17]3[C:35]([OH:37])=[O:36])(=[O:14])=[O:15])=[CH:9][CH:8]=2)=[CH:39][CH:40]=1. Given the reactants [F:1][C:2]1[CH:40]=[CH:39][C:5]([O:6][C:7]2[CH:12]=[CH:11][C:10]([S:13]([N:16]3[CH2:25][CH2:24][C:23]4[C:18](=[CH:19][CH:20]=[C:21]([O:26][CH2:27][CH2:28][N:29]5[CH2:34][CH2:33][O:32][CH2:31][CH2:30]5)[CH:22]=4)[CH:17]3[C:35]([O:37]C)=[O:36])(=[O:15])=[O:14])=[CH:9][CH:8]=2)=[CH:4][CH:3]=1.[OH-].[Na+], predict the reaction product. (7) Given the reactants [N:1]1[CH:2]=[CH:3][N:4]2[C:9]([C:10](OCC)=[O:11])=[CH:8][CH:7]=[CH:6][C:5]=12.[H-].C([Al+]CC(C)C)C(C)C.CO.C(C(C(C([O-])=O)O)O)([O-])=O.[Na+].[K+], predict the reaction product. The product is: [N:1]1[CH:2]=[CH:3][N:4]2[C:9]([CH:10]=[O:11])=[CH:8][CH:7]=[CH:6][C:5]=12. (8) Given the reactants [CH2:1]([O:8][C@H:9]1[C@H:14]([O:15][CH2:16][C:17]2[CH:22]=[CH:21][CH:20]=[CH:19][CH:18]=2)[C@@H:13]([O:23][CH2:24][C:25]2[CH:30]=[CH:29][CH:28]=[CH:27][CH:26]=2)[C@@:12]([C:33]2[CH:38]=[CH:37][C:36]([Cl:39])=[C:35]([CH2:40][C:41]3[CH:46]=[CH:45][C:44]([O:47][CH2:48][CH3:49])=[C:43]([F:50])[C:42]=3[F:51])[CH:34]=2)([O:31][CH3:32])[O:11][C@@H:10]1[CH2:52]C(C(C)(C)C)(C)O[SiH3])[C:2]1[CH:7]=[CH:6][CH:5]=[CH:4][CH:3]=1.C(Cl)(=[O:63])C, predict the reaction product. The product is: [CH2:1]([O:8][C@H:9]1[C@H:14]([O:15][CH2:16][C:17]2[CH:18]=[CH:19][CH:20]=[CH:21][CH:22]=2)[C@@H:13]([O:23][CH2:24][C:25]2[CH:30]=[CH:29][CH:28]=[CH:27][CH:26]=2)[C@@:12]([C:33]2[CH:38]=[CH:37][C:36]([Cl:39])=[C:35]([CH2:40][C:41]3[CH:46]=[CH:45][C:44]([O:47][CH2:48][CH3:49])=[C:43]([F:50])[C:42]=3[F:51])[CH:34]=2)([O:31][CH3:32])[O:11][C@@H:10]1[CH2:52][OH:63])[C:2]1[CH:3]=[CH:4][CH:5]=[CH:6][CH:7]=1. (9) Given the reactants [CH:1]1([CH:7](O)[C:8]2[CH:9]=[C:10]([C:15]3(O)[CH2:20][CH2:19][S:18][CH2:17][CH2:16]3)[S:11][C:12]=2[CH2:13][CH3:14])[CH2:6][CH2:5][CH2:4][CH2:3][CH2:2]1.S(Cl)([Cl:25])=O.C(=O)([O-])O.[Na+], predict the reaction product. The product is: [Cl:25][CH:7]([CH:1]1[CH2:6][CH2:5][CH2:4][CH2:3][CH2:2]1)[C:8]1[CH:9]=[C:10]([C:15]2[CH2:20][CH2:19][S:18][CH2:17][CH:16]=2)[S:11][C:12]=1[CH2:13][CH3:14].